Dataset: Reaction yield outcomes from USPTO patents with 853,638 reactions. Task: Predict the reaction yield, written as a fraction of the theoretical maximum amount of product (1.0 means a 100% yield; for example, 0.34 means a 34% yield). (1) The reactants are [NH:1]1[CH:5]=[CH:4][CH:3]=[CH:2]1.[C:6](O)([C:8](F)(F)F)=O. The catalyst is C(OCC)(=O)C. The product is [NH:1]1[CH:5]=[CH:4][CH:3]=[C:2]1[CH2:3][C:2]1[NH:1][CH:5]=[CH:6][CH:8]=1. The yield is 0.380. (2) The reactants are [CH2:1]([O:8][CH:9]1[CH2:14][O:13]C(C)(C)[O:11][CH2:10]1)[C:2]1[CH:7]=[CH:6][CH:5]=[CH:4][CH:3]=1. The catalyst is CO. The product is [CH2:1]([O:8][CH:9]([CH2:10][OH:11])[CH2:14][OH:13])[C:2]1[CH:7]=[CH:6][CH:5]=[CH:4][CH:3]=1. The yield is 0.938. (3) The reactants are [NH2:1][C:2]1[CH:7]=[CH:6][C:5]([C:8]([CH3:12])([CH3:11])[CH2:9][OH:10])=[CH:4][CH:3]=1.CS(O[C@@H:18]([C:36]1[CH:41]=[CH:40][C:39]([N+:42]([O-:44])=[O:43])=[CH:38][CH:37]=1)[CH2:19][CH2:20][C@@H:21](OS(C)(=O)=O)[C:22]1[CH:27]=[CH:26][C:25]([N+:28]([O-:30])=[O:29])=[CH:24][CH:23]=1)(=O)=O.C(OCC)(=O)C.CCCCCC. The catalyst is CN(C=O)C. The product is [N+:28]([C:25]1[CH:26]=[CH:27][C:22]([C@@H:21]2[CH2:20][CH2:19][C@@H:18]([C:36]3[CH:37]=[CH:38][C:39]([N+:42]([O-:44])=[O:43])=[CH:40][CH:41]=3)[N:1]2[C:2]2[CH:3]=[CH:4][C:5]([C:8]([CH3:12])([CH3:11])[CH2:9][OH:10])=[CH:6][CH:7]=2)=[CH:23][CH:24]=1)([O-:30])=[O:29]. The yield is 0.341. (4) The reactants are Cl.[NH2:2][C:3]1[C:4]([OH:19])=[C:5]([C:10]2[CH:15]=[CH:14][CH:13]=[C:12]([C:16]([OH:18])=[O:17])[CH:11]=2)[CH:6]=[C:7]([F:9])[CH:8]=1.[N:20]([O-])=O.[Na+].[CH3:24][C:25]1([CH3:41])[C:33]2[C:28](=[CH:29][CH:30]=[C:31]([N:34]3[C:38](=[O:39])[CH2:37][C:36]([CH3:40])=[N:35]3)[CH:32]=2)[CH2:27][CH2:26]1.C(=O)(O)[O-].[Na+]. The catalyst is Cl. The product is [CH3:24][C:25]1([CH3:41])[C:33]2[C:28](=[CH:29][CH:30]=[C:31]([N:34]3[C:38](=[O:39])[C:37](=[N:20][NH:2][C:3]4[C:4]([OH:19])=[C:5]([C:10]5[CH:15]=[CH:14][CH:13]=[C:12]([C:16]([OH:18])=[O:17])[CH:11]=5)[CH:6]=[C:7]([F:9])[CH:8]=4)[C:36]([CH3:40])=[N:35]3)[CH:32]=2)[CH2:27][CH2:26]1. The yield is 0.380.